Dataset: Reaction yield outcomes from USPTO patents with 853,638 reactions. Task: Predict the reaction yield, written as a fraction of the theoretical maximum amount of product (1.0 means a 100% yield; for example, 0.34 means a 34% yield). (1) The reactants are [NH2:1][C:2]1([C:5]2[CH:13]=[CH:12][C:8]([C:9]([OH:11])=[O:10])=[CH:7][CH:6]=2)[CH2:4][CH2:3]1.CO.[CH3:16][Si](C=[N+]=[N-])(C)C.CCCCCC. The catalyst is C1COCC1. The product is [NH2:1][C:2]1([C:5]2[CH:13]=[CH:12][C:8]([C:9]([O:11][CH3:16])=[O:10])=[CH:7][CH:6]=2)[CH2:4][CH2:3]1. The yield is 0.870. (2) The reactants are [F:1][C:2]([F:40])([F:39])[C:3]1[CH:38]=[CH:37][C:6]([CH2:7][N:8]2[CH2:36][CH2:35][C:11]3[NH:12][C:13]4[CH:14]=[CH:15][C:16]([C:19]([NH:21][CH:22]5[CH2:27][CH2:26][N:25](C(OC(C)(C)C)=O)[CH2:24][CH2:23]5)=[O:20])=[CH:17][C:18]=4[C:10]=3[CH2:9]2)=[CH:5][CH:4]=1.[ClH:41].O1CCOCC1. No catalyst specified. The product is [ClH:41].[ClH:41].[F:40][C:2]([F:1])([F:39])[C:3]1[CH:38]=[CH:37][C:6]([CH2:7][N:8]2[CH2:36][CH2:35][C:11]3[NH:12][C:13]4[CH:14]=[CH:15][C:16]([C:19]([NH:21][CH:22]5[CH2:27][CH2:26][NH:25][CH2:24][CH2:23]5)=[O:20])=[CH:17][C:18]=4[C:10]=3[CH2:9]2)=[CH:5][CH:4]=1. The yield is 1.00. (3) The reactants are [NH:1]([C:10]([O:12][CH2:13][C:14]1[CH:19]=[CH:18][CH:17]=[CH:16][CH:15]=1)=[O:11])[C@H:2]([C:7](O)=[O:8])[CH2:3][CH:4]([CH3:6])[CH3:5].Cl.[C:21]1([CH:27]([C:52]2[CH:57]=[CH:56][CH:55]=[CH:54][CH:53]=2)[C@@H:28]([NH2:51])[CH:29]=[CH:30][S:31]([CH:34]=[CH:35][C@H:36]([NH2:50])[CH:37]([C:44]2[CH:49]=[CH:48][CH:47]=[CH:46][CH:45]=2)[C:38]2[CH:43]=[CH:42][CH:41]=[CH:40][CH:39]=2)(=[O:33])=[O:32])[CH:26]=[CH:25][CH:24]=[CH:23][CH:22]=1. No catalyst specified. The product is [C:52]1([CH:27]([C:21]2[CH:26]=[CH:25][CH:24]=[CH:23][CH:22]=2)[C@@H:28]([NH:51][C:7](=[O:8])[C@H:2]([CH2:3][CH:4]([CH3:6])[CH3:5])[NH:1][C:10]([O:12][CH2:13][C:14]2[CH:19]=[CH:18][CH:17]=[CH:16][CH:15]=2)=[O:11])[CH:29]=[CH:30][S:31]([CH:34]=[CH:35][C@H:36]([NH:50][C:7](=[O:8])[C@H:2]([CH2:3][CH:4]([CH3:5])[CH3:6])[NH:1][C:10]([O:12][CH2:13][C:14]2[CH:19]=[CH:18][CH:17]=[CH:16][CH:15]=2)=[O:11])[CH:37]([C:38]2[CH:39]=[CH:40][CH:41]=[CH:42][CH:43]=2)[C:44]2[CH:45]=[CH:46][CH:47]=[CH:48][CH:49]=2)(=[O:33])=[O:32])[CH:53]=[CH:54][CH:55]=[CH:56][CH:57]=1. The yield is 0.810. (4) The reactants are [S:1]1[CH:5]=[CH:4][N:3]=[CH:2]1.C([Li])CCC.CCCCCC.CON(C)[C:20]([CH:22]1[CH2:27][CH2:26][S:25][CH2:24][CH2:23]1)=[O:21]. The catalyst is O1CCCC1. The product is [S:25]1[CH2:26][CH2:27][CH:22]([C:20]([C:2]2[S:1][CH:5]=[CH:4][N:3]=2)=[O:21])[CH2:23][CH2:24]1. The yield is 0.870. (5) The reactants are CC(C)([O-])C.[K+].[CH2:7]([N:14]1[CH2:19][CH2:18][N:17]([C:20]2[N:25]=[C:24]([N:26]([CH3:28])[CH3:27])[CH:23]=[C:22](Cl)[N:21]=2)[CH2:16][CH2:15]1)[C:8]1[CH:13]=[CH:12][CH:11]=[CH:10][CH:9]=1.[Cl:30][C:31]1[CH:32]=[C:33]([CH:35]=[CH:36][C:37]=1[Cl:38])[NH2:34].C1(P(C2C=CC=CC=2)C2C=CC3C(=CC=CC=3)C=2C2C3C(=CC=CC=3)C=CC=2P(C2C=CC=CC=2)C2C=CC=CC=2)C=CC=CC=1. The catalyst is O1CCOCC1. The product is [CH2:7]([N:14]1[CH2:19][CH2:18][N:17]([C:20]2[N:21]=[C:22]([NH:34][C:33]3[CH:35]=[CH:36][C:37]([Cl:38])=[C:31]([Cl:30])[CH:32]=3)[CH:23]=[C:24]([N:26]([CH3:28])[CH3:27])[N:25]=2)[CH2:16][CH2:15]1)[C:8]1[CH:13]=[CH:12][CH:11]=[CH:10][CH:9]=1. The yield is 0.650. (6) The reactants are [CH2:1]([N:5]([CH2:34][CH2:35][CH2:36][CH3:37])[C:6]([C:8]1[N:9]=[C:10]([C:21]2[CH:29]=[CH:28][C:27]([C:30]([O:32][CH3:33])=[O:31])=[CH:26][C:22]=2[C:23](O)=[O:24])[N:11]([CH2:13][CH2:14][C:15]2[CH:20]=[CH:19][CH:18]=[CH:17][CH:16]=2)[CH:12]=1)=[O:7])[CH2:2][CH2:3][CH3:4].CN(C(ON1N=NC2C=CC=NC1=2)=[N+](C)C)C.F[P-](F)(F)(F)(F)F.[CH2:62]1[C:71]2[C:66](=[CH:67][CH:68]=[CH:69][CH:70]=2)[CH2:65][C@@H:64]([CH2:72][OH:73])[NH:63]1.C(N(C(C)C)CC)(C)C. The catalyst is CN(C=O)C.O. The product is [CH2:34]([N:5]([CH2:1][CH2:2][CH2:3][CH3:4])[C:6]([C:8]1[N:9]=[C:10]([C:21]2[CH:29]=[CH:28][C:27]([C:30]([O:32][CH3:33])=[O:31])=[CH:26][C:22]=2[C:23]([N:63]2[C@H:64]([CH2:72][OH:73])[CH2:65][C:66]3[C:71](=[CH:70][CH:69]=[CH:68][CH:67]=3)[CH2:62]2)=[O:24])[N:11]([CH2:13][CH2:14][C:15]2[CH:20]=[CH:19][CH:18]=[CH:17][CH:16]=2)[CH:12]=1)=[O:7])[CH2:35][CH2:36][CH3:37]. The yield is 0.610.